From a dataset of Forward reaction prediction with 1.9M reactions from USPTO patents (1976-2016). Predict the product of the given reaction. (1) The product is: [O:11]=[C:9]([CH2:7][C:5](=[O:6])[CH2:2][CH2:3][CH3:4])[C:8]([O:15][CH2:16][CH3:17])=[O:14]. Given the reactants [Na].[CH2:2]([C:5]([CH3:7])=[O:6])[CH2:3][CH3:4].[C:8]([O:15][CH2:16][CH3:17])(=[O:14])[C:9]([O:11]CC)=O, predict the reaction product. (2) Given the reactants [CH3:1][O:2][C:3]1[CH:20]=[CH:19][CH:18]=[C:17]([O:21][CH3:22])[C:4]=1[CH2:5][NH:6][C:7]([NH:9][C:10]1[CH:15]=[CH:14][C:13](I)=[CH:12][N:11]=1)=[NH:8].[Br-].[CH2:24]([Zn+])[C:25]1[CH:30]=[CH:29][CH:28]=[CH:27][CH:26]=1.C([O-])(=O)C, predict the reaction product. The product is: [CH2:24]([C:13]1[CH:14]=[CH:15][C:10]([NH:9][C:7]([NH:6][CH2:5][C:4]2[C:3]([O:2][CH3:1])=[CH:20][CH:19]=[CH:18][C:17]=2[O:21][CH3:22])=[NH:8])=[N:11][CH:12]=1)[C:25]1[CH:30]=[CH:29][CH:28]=[CH:27][CH:26]=1. (3) Given the reactants C1(C)C=CC=CC=1.C[Al](C)C.C1C[O:15][CH2:14]C1.Cl.CNOC.C([C@@H]1CO[C:31](=O)[N:30]1[C:35](=[O:42])[C@H:36]([CH3:41])[C@@H:37]([OH:40])[CH2:38][CH3:39])C1C=CC=CC=1, predict the reaction product. The product is: [OH:40][C@@H:37]([CH2:38][CH3:39])[C@@H:36]([CH3:41])[C:35]([N:30]([O:15][CH3:14])[CH3:31])=[O:42]. (4) Given the reactants [CH:1]1[C:11]2[CH2:10][CH2:9][C:8]3[CH:12]=[CH:13][CH:14]=[CH:15][C:7]=3[C:6](=[CH:16][C:17]3[CH:18]=[C:19]([NH2:23])[CH:20]=[CH:21][CH:22]=3)[C:5]=2[CH:4]=[CH:3][CH:2]=1.[CH2:24]([S:27](Cl)(=[O:29])=[O:28])[CH2:25][CH3:26], predict the reaction product. The product is: [CH:1]1[C:11]2[CH2:10][CH2:9][C:8]3[CH:12]=[CH:13][CH:14]=[CH:15][C:7]=3[C:6](=[CH:16][C:17]3[CH:18]=[C:19]([NH:23][S:27]([CH2:24][CH2:25][CH3:26])(=[O:29])=[O:28])[CH:20]=[CH:21][CH:22]=3)[C:5]=2[CH:4]=[CH:3][CH:2]=1. (5) Given the reactants [C:1]([O:5][C:6]([N:8]1[CH2:13][CH2:12][C:11](=[C:14](Br)[C:15]2[CH:20]=[CH:19][C:18]([C:21](=[O:27])[N:22]([CH2:25][CH3:26])[CH2:23][CH3:24])=[CH:17][CH:16]=2)[CH2:10][CH2:9]1)=[O:7])([CH3:4])([CH3:3])[CH3:2].C1(C)C=CC=CC=1.[C:36]([C:39]1[CH:40]=[C:41](B(O)O)[CH:42]=[CH:43][CH:44]=1)([OH:38])=[O:37].C(=O)([O-])[O-].[Na+].[Na+], predict the reaction product. The product is: [C:1]([O:5][C:6]([N:8]1[CH2:13][CH2:12][C:11](=[C:14]([C:15]2[CH:20]=[CH:19][C:18]([C:21]([N:22]([CH2:25][CH3:26])[CH2:23][CH3:24])=[O:27])=[CH:17][CH:16]=2)[C:43]2[CH:44]=[C:39]([CH:40]=[CH:41][CH:42]=2)[C:36]([OH:38])=[O:37])[CH2:10][CH2:9]1)=[O:7])([CH3:4])([CH3:3])[CH3:2]. (6) The product is: [NH2:10][CH2:11][C@@H:12]1[CH2:16][CH2:15][N:14]([C:17]2[C:26]3[C:21](=[CH:22][C:23]([CH3:27])=[CH:24][CH:25]=3)[N:20]=[C:19]([C:28]3[CH:33]=[CH:32][CH:31]=[CH:30][C:29]=3[OH:34])[N:18]=2)[CH2:13]1. Given the reactants C(OC(=O)[NH:10][CH2:11][C@@H:12]1[CH2:16][CH2:15][N:14]([C:17]2[C:26]3[C:21](=[CH:22][C:23]([CH3:27])=[CH:24][CH:25]=3)[N:20]=[C:19]([C:28]3[CH:33]=[CH:32][CH:31]=[CH:30][C:29]=3[OH:34])[N:18]=2)[CH2:13]1)C1C=CC=CC=1, predict the reaction product.